This data is from NCI-60 drug combinations with 297,098 pairs across 59 cell lines. The task is: Regression. Given two drug SMILES strings and cell line genomic features, predict the synergy score measuring deviation from expected non-interaction effect. Drug 1: C1CCC(C1)C(CC#N)N2C=C(C=N2)C3=C4C=CNC4=NC=N3. Drug 2: C1CC(=O)NC(=O)C1N2C(=O)C3=CC=CC=C3C2=O. Cell line: EKVX. Synergy scores: CSS=8.62, Synergy_ZIP=-0.287, Synergy_Bliss=6.98, Synergy_Loewe=0.755, Synergy_HSA=5.01.